From a dataset of Full USPTO retrosynthesis dataset with 1.9M reactions from patents (1976-2016). Predict the reactants needed to synthesize the given product. (1) Given the product [OH:12][C:13]1[CH:18]=[CH:17][C:16]([N:19]([CH3:20])[C:2](=[O:3])[O:4][CH2:5][CH:6]=[CH2:7])=[CH:15][CH:14]=1, predict the reactants needed to synthesize it. The reactants are: Cl[C:2]([O:4][CH2:5][CH:6]=[CH2:7])=[O:3].S([O:12][C:13]1[CH:18]=[CH:17][C:16]([NH:19][CH3:20])=[CH:15][CH:14]=1)(O)(=O)=O.C(N(CC)CC)C.C(=O)([O-])O.[Na+].C(=O)([O-])[O-].[K+].[K+]. (2) Given the product [ClH:24].[CH3:1][O:2][C:3]([C:5]1[N:6]=[CH:7][C:8]([N:11]2[CH2:12][CH2:13][NH:14][CH2:15][CH2:16]2)=[N:9][CH:10]=1)=[O:4], predict the reactants needed to synthesize it. The reactants are: [CH3:1][O:2][C:3]([C:5]1[N:6]=[CH:7][C:8]([N:11]2[CH2:16][CH2:15][N:14](C(OC(C)(C)C)=O)[CH2:13][CH2:12]2)=[N:9][CH:10]=1)=[O:4].[ClH:24]. (3) Given the product [Br:1][C:2]1[CH:7]=[C:6]([CH2:8][NH:9][C:10]2[CH:18]=[CH:17][CH:16]=[CH:15][C:11]=2[C:12]([NH:29][C:24]2[CH:25]=[CH:26][C:27]3[C:22]([CH:23]=2)=[N:21][N:20]([CH3:19])[CH:28]=3)=[O:14])[CH:5]=[CH:4][N:3]=1, predict the reactants needed to synthesize it. The reactants are: [Br:1][C:2]1[CH:7]=[C:6]([CH2:8][NH:9][C:10]2[CH:18]=[CH:17][CH:16]=[CH:15][C:11]=2[C:12]([OH:14])=O)[CH:5]=[CH:4][N:3]=1.[CH3:19][N:20]1[CH:28]=[C:27]2[C:22]([CH:23]=[C:24]([NH2:29])[CH:25]=[CH:26]2)=[N:21]1.CN1CCOCC1.F[P-](F)(F)(F)(F)F.N1(OC(N(C)C)=[N+](C)C)C2N=CC=CC=2N=N1.